Dataset: Forward reaction prediction with 1.9M reactions from USPTO patents (1976-2016). Task: Predict the product of the given reaction. (1) Given the reactants [Cl:1][C:2]1[CH:3]=[C:4]([CH2:10][OH:11])[CH:5]=[N:6][C:7]=1[CH2:8][CH3:9], predict the reaction product. The product is: [Cl:1][C:2]1[CH:3]=[C:4]([CH:10]=[O:11])[CH:5]=[N:6][C:7]=1[CH2:8][CH3:9]. (2) Given the reactants [CH3:1][C:2]1[CH:7]=[C:6](O)[N:5]2[N:9]=[CH:10][N:11]=[C:4]2[N:3]=1.P(Cl)(Cl)([Cl:14])=O, predict the reaction product. The product is: [Cl:14][C:6]1[N:5]2[N:9]=[CH:10][N:11]=[C:4]2[N:3]=[C:2]([CH3:1])[CH:7]=1. (3) Given the reactants Br[CH2:2][C:3]([O:5][CH2:6][CH3:7])=[O:4].[N+:8]([C:11]1[CH:16]=[CH:15][C:14]([OH:17])=[CH:13][C:12]=1[C:18]([F:21])([F:20])[F:19])([O-:10])=[O:9].C(=O)([O-])[O-].[K+].[K+].Cl, predict the reaction product. The product is: [C:3]([O:5][CH2:6][CH2:7][O:17][C:14]1[CH:15]=[CH:16][C:11]([N+:8]([O-:10])=[O:9])=[C:12]([C:18]([F:19])([F:20])[F:21])[CH:13]=1)(=[O:4])[CH3:2]. (4) Given the reactants Br[C:2]1[CH:3]=[CH:4][C:5]([C:8]([F:11])([F:10])[F:9])=[N:6][CH:7]=1.C1(P(C2C=CC=CC=2)C2C=CC=CC=2)C=CC=CC=1.C(N(CC)CC)C.[Cl:38][C:39]1[CH:47]=[CH:46][C:45]2[N:44]([C:48]#[CH:49])[C:43]3[CH2:50][CH2:51][N:52]([CH3:54])[CH2:53][C:42]=3[C:41]=2[CH:40]=1, predict the reaction product. The product is: [Cl:38][C:39]1[CH:47]=[CH:46][C:45]2[N:44]([C:48]#[C:49][C:2]3[CH:7]=[N:6][C:5]([C:8]([F:11])([F:10])[F:9])=[CH:4][CH:3]=3)[C:43]3[CH2:50][CH2:51][N:52]([CH3:54])[CH2:53][C:42]=3[C:41]=2[CH:40]=1. (5) The product is: [CH3:1][O:2][C:3]1[C:12]([S:19][CH3:18])=[CH:11][C:10]2[C:5](=[CH:6][CH:7]=[CH:8][CH:9]=2)[CH:4]=1. Given the reactants [CH3:1][O:2][C:3]1[CH:12]=[CH:11][C:10]2[C:5](=[CH:6][CH:7]=[CH:8][CH:9]=2)[CH:4]=1.C([Li])CCC.[CH3:18][S:19]SC, predict the reaction product.